Dataset: Reaction yield outcomes from USPTO patents with 853,638 reactions. Task: Predict the reaction yield, written as a fraction of the theoretical maximum amount of product (1.0 means a 100% yield; for example, 0.34 means a 34% yield). (1) The reactants are [F:1][C:2]1[CH:3]=[CH:4][C:5]([S:21][CH2:22][C:23]2[CH:28]=[CH:27][CH:26]=[C:25]([N+:29]([O-])=O)[CH:24]=2)=[C:6]([NH:8][S:9]([C:12]2[O:13][C:14]3[CH:20]=[CH:19][CH:18]=[CH:17][C:15]=3[CH:16]=2)(=[O:11])=[O:10])[CH:7]=1.[NH4+].[Cl-]. The catalyst is CO.[Zn]. The product is [NH2:29][C:25]1[CH:24]=[C:23]([CH:28]=[CH:27][CH:26]=1)[CH2:22][S:21][C:5]1[CH:4]=[CH:3][C:2]([F:1])=[CH:7][C:6]=1[NH:8][S:9]([C:12]1[O:13][C:14]2[CH:20]=[CH:19][CH:18]=[CH:17][C:15]=2[CH:16]=1)(=[O:11])=[O:10]. The yield is 0.590. (2) The yield is 0.920. The catalyst is CO. The reactants are [NH2:1][CH2:2][CH2:3][NH:4][C:5](=[O:11])[O:6][C:7]([CH3:10])([CH3:9])[CH3:8].[CH:12](=O)[C:13]1[CH:18]=[CH:17][CH:16]=[CH:15][CH:14]=1.[BH4-].[Na+]. The product is [CH2:12]([NH:1][CH2:2][CH2:3][NH:4][C:5](=[O:11])[O:6][C:7]([CH3:8])([CH3:10])[CH3:9])[C:13]1[CH:18]=[CH:17][CH:16]=[CH:15][CH:14]=1. (3) The reactants are [CH3:1][N:2]1[CH2:15][CH2:14][C:5]2[NH:6][C:7]3[CH:8]=[CH:9][C:10]([CH3:13])=[CH:11][C:12]=3[C:4]=2[CH2:3]1.[CH3:16][C:17]1[CH:24]=[CH:23][C:20]([CH:21]=[CH2:22])=[CH:19][CH:18]=1.[H-].[Na+].FC(F)(F)C([O-])=O. The catalyst is CS(C)=O.CO. The product is [CH3:1][N:2]1[CH2:15][CH2:14][C:5]2[N:6]([CH2:22][CH2:21][C:20]3[CH:23]=[CH:24][C:17]([CH3:16])=[CH:18][CH:19]=3)[C:7]3[CH:8]=[CH:9][C:10]([CH3:13])=[CH:11][C:12]=3[C:4]=2[CH2:3]1. The yield is 0.0620. (4) The reactants are [CH2:1]([C:3]1[CH:8]=[CH:7][CH:6]=[C:5]([CH2:9][CH3:10])[C:4]=1[S:11](Cl)(=[O:13])=[O:12])[CH3:2].[F:15][C:16]([F:29])([F:28])[C:17]1[CH:18]=[C:19]([CH:21]=[C:22]([C:24]([F:27])([F:26])[F:25])[CH:23]=1)[NH2:20]. The catalyst is N1C=CC=CC=1. The product is [F:15][C:16]([F:28])([F:29])[C:17]1[CH:18]=[C:19]([NH:20][S:11]([C:4]2[C:3]([CH2:1][CH3:2])=[CH:8][CH:7]=[CH:6][C:5]=2[CH2:9][CH3:10])(=[O:13])=[O:12])[CH:21]=[C:22]([C:24]([F:25])([F:27])[F:26])[CH:23]=1. The yield is 0.200.